Dataset: Reaction yield outcomes from USPTO patents with 853,638 reactions. Task: Predict the reaction yield, written as a fraction of the theoretical maximum amount of product (1.0 means a 100% yield; for example, 0.34 means a 34% yield). (1) The reactants are [C:1]1(B(O)O)[CH:6]=[CH:5][CH:4]=[CH:3][CH:2]=1.[NH2:10][CH2:11][CH:12]1[O:16][CH2:15][CH2:14][O:13]1. The catalyst is ClCCl. The product is [O:13]1[CH2:14][CH2:15][O:16][CH:12]1[CH2:11][NH:10][C:1]1[CH:6]=[CH:5][CH:4]=[CH:3][CH:2]=1. The yield is 0.140. (2) The reactants are [CH3:1][O:2][C:3]1[CH:8]=[CH:7][C:6]([C:9]2[S:13][C:12]([NH2:14])=[N:11][CH:10]=2)=[CH:5][CH:4]=1.[N:15]1([C:20](N2C=CN=C2)=[S:21])[CH:19]=[CH:18][N:17]=[CH:16]1. The catalyst is C(#N)C.O1CCCC1. The yield is 0.359. The product is [CH3:1][O:2][C:3]1[CH:4]=[CH:5][C:6]([C:9]2[S:13][C:12]([NH:14][C:20]([N:15]3[CH:19]=[CH:18][N:17]=[CH:16]3)=[S:21])=[N:11][CH:10]=2)=[CH:7][CH:8]=1. (3) The reactants are [CH:1]1([C:4]2[C:5]([O:13][CH2:14][CH:15]3[CH2:17][CH2:16]3)=[CH:6][C:7]([C:10]([OH:12])=O)=[N:8][CH:9]=2)[CH2:3][CH2:2]1.O.[Cl-].COC1N=C(OC)N=C([N+]2(C)CCOCC2)N=1.[NH2:37][C:38]([CH2:43][CH3:44])([CH2:41][CH3:42])[CH2:39][OH:40]. The catalyst is C(Cl)Cl. The product is [CH:1]1([C:4]2[C:5]([O:13][CH2:14][CH:15]3[CH2:17][CH2:16]3)=[CH:6][C:7]([C:10]([NH:37][C:38]([CH2:39][OH:40])([CH2:43][CH3:44])[CH2:41][CH3:42])=[O:12])=[N:8][CH:9]=2)[CH2:2][CH2:3]1. The yield is 0.420. (4) The reactants are [OH-].[Na+].C[O:4][C:5](=[O:43])[CH2:6][C@H:7]1[CH2:12][CH2:11][C@H:10]([C:13]2[CH:18]=[CH:17][C:16]([NH:19][C:20](=[O:42])[CH2:21][CH2:22][NH:23][C:24]([C:26]3[N:27]=[C:28]([C:35]4[CH:40]=[CH:39][C:38]([F:41])=[CH:37][CH:36]=4)[O:29][C:30]=3[C:31]([F:34])([F:33])[F:32])=[O:25])=[CH:15][CH:14]=2)[CH2:9][CH2:8]1. The catalyst is C1COCC1.CO.O. The product is [F:41][C:38]1[CH:39]=[CH:40][C:35]([C:28]2[O:29][C:30]([C:31]([F:33])([F:32])[F:34])=[C:26]([C:24]([NH:23][CH2:22][CH2:21][C:20]([NH:19][C:16]3[CH:17]=[CH:18][C:13]([C@H:10]4[CH2:9][CH2:8][C@H:7]([CH2:6][C:5]([OH:43])=[O:4])[CH2:12][CH2:11]4)=[CH:14][CH:15]=3)=[O:42])=[O:25])[N:27]=2)=[CH:36][CH:37]=1. The yield is 0.860.